The task is: Predict the reactants needed to synthesize the given product.. This data is from Full USPTO retrosynthesis dataset with 1.9M reactions from patents (1976-2016). (1) Given the product [C:15]([O:18][C:19]([NH:1][C:2]1[S:3][CH:4]=[C:5]([C:7](=[O:13])[C:8]([OH:10])=[O:9])[N:6]=1)=[O:20])([CH3:17])([CH3:16])[CH3:14], predict the reactants needed to synthesize it. The reactants are: [NH2:1][C:2]1[S:3][CH:4]=[C:5]([C:7](=[O:13])[C:8]([O:10]CC)=[O:9])[N:6]=1.[CH3:14][C:15]([O:18][C:19](O[C:19]([O:18][C:15]([CH3:17])([CH3:16])[CH3:14])=[O:20])=[O:20])([CH3:17])[CH3:16].C1N2CCN(CC2)C1.[OH-].[Na+].Cl. (2) The reactants are: [Si:1]([O:8][CH2:9][C@@H:10]([N:16]([CH2:24][C:25](=[O:29])C=CC)[C:17](=[O:23])[O:18][C:19]([CH3:22])([CH3:21])[CH3:20])[C:11]([CH2:14][CH3:15])=[CH:12]C)([C:4]([CH3:7])([CH3:6])[CH3:5])([CH3:3])[CH3:2].[Si](OC[C@@H]1C=C(C)C(=O)CN1C(OC(C)(C)C)=O)(C(C)(C)C)(C)C. Given the product [Si:1]([O:8][CH2:9][C@@H:10]1[C:11]([CH2:14][CH3:15])=[CH:12][C:25](=[O:29])[CH2:24][N:16]1[C:17]([O:18][C:19]([CH3:22])([CH3:20])[CH3:21])=[O:23])([C:4]([CH3:7])([CH3:6])[CH3:5])([CH3:3])[CH3:2], predict the reactants needed to synthesize it. (3) Given the product [Cl:36][C:27]1[C:28]([C:32]([F:33])([F:34])[F:35])=[CH:29][CH:30]=[CH:31][C:26]=1[CH2:25][N:15]([CH2:16][C@H:17]([C:19]1[CH:24]=[CH:23][CH:22]=[CH:21][CH:20]=1)[CH3:18])[CH2:14][CH2:13][C@@H:12]([CH3:37])[O:11][C:7]1[CH:6]=[C:5]([CH2:4][CH2:3][OH:2])[CH:10]=[CH:9][CH:8]=1, predict the reactants needed to synthesize it. The reactants are: C[O:2][C:3](=O)[CH2:4][C:5]1[CH:10]=[CH:9][CH:8]=[C:7]([O:11][C@H:12]([CH3:37])[CH2:13][CH2:14][N:15]([CH2:25][C:26]2[CH:31]=[CH:30][CH:29]=[C:28]([C:32]([F:35])([F:34])[F:33])[C:27]=2[Cl:36])[CH2:16][C@H:17]([C:19]2[CH:24]=[CH:23][CH:22]=[CH:21][CH:20]=2)[CH3:18])[CH:6]=1.[H-].[H-].[H-].[H-].[Li+].[Al+3].C(OCC)(=O)C.O. (4) Given the product [N:1]1[C:6]2[NH:7][CH:8]=[CH:9][C:5]=2[C:4]([NH:10][CH:11]2[CH2:16][N:15]([C:17](=[O:20])[CH:18]=[CH2:19])[C:14]([CH3:22])([CH3:21])[CH2:13][CH2:12]2)=[N:3][CH:2]=1, predict the reactants needed to synthesize it. The reactants are: [N:1]1[C:6]2[NH:7][CH:8]=[CH:9][C:5]=2[C:4]([NH:10][C@H:11]2[CH2:16][N:15]([C:17](=[O:20])[CH:18]=[CH2:19])[C:14]([CH3:22])([CH3:21])[CH2:13][CH2:12]2)=[N:3][CH:2]=1.CC1(C)CCC(NC2C3C=CN(S(C4C=CC(C)=CC=4)(=O)=O)C=3N=CN=2)CN1C(=O)C=C.CC([O-])(C)C.[K+]. (5) The reactants are: [CH3:1][C:2]1([CH3:30])[O:7][C:6]2[CH:8]=[CH:9][C:10]([C@H:12]3[O:16][C:15](=[O:17])[N:14]([CH2:18][CH2:19][CH2:20][CH2:21][CH2:22][CH2:23][O:24][CH2:25][CH2:26][CH2:27][C:28]#[CH:29])[CH2:13]3)=[CH:11][C:5]=2[CH2:4][O:3]1.[CH:31]1([S:36]([C:39]2[CH:44]=[CH:43][CH:42]=[C:41](I)[CH:40]=2)(=[O:38])=[O:37])[CH2:35][CH2:34][CH2:33][CH2:32]1. Given the product [CH:31]1([S:36]([C:39]2[CH:40]=[C:41]([C:29]#[C:28][CH2:27][CH2:26][CH2:25][O:24][CH2:23][CH2:22][CH2:21][CH2:20][CH2:19][CH2:18][N:14]3[CH2:13][C@@H:12]([C:10]4[CH:9]=[CH:8][C:6]5[O:7][C:2]([CH3:30])([CH3:1])[O:3][CH2:4][C:5]=5[CH:11]=4)[O:16][C:15]3=[O:17])[CH:42]=[CH:43][CH:44]=2)(=[O:37])=[O:38])[CH2:35][CH2:34][CH2:33][CH2:32]1, predict the reactants needed to synthesize it. (6) Given the product [CH2:1]([O:3][C:4](=[O:15])[CH2:5][CH2:6][N:7]([C:19]1[C:20]([N+:24]([O-:26])=[O:25])=[CH:21][N:22]=[C:17]([Cl:16])[N:18]=1)[CH:8]1[CH2:12][CH2:11][CH2:10][C:9]1([CH3:14])[CH3:13])[CH3:2], predict the reactants needed to synthesize it. The reactants are: [CH2:1]([O:3][C:4](=[O:15])[CH2:5][CH2:6][NH:7][CH:8]1[CH2:12][CH2:11][CH2:10][C:9]1([CH3:14])[CH3:13])[CH3:2].[Cl:16][C:17]1[N:22]=[C:21](Cl)[C:20]([N+:24]([O-:26])=[O:25])=[CH:19][N:18]=1.C(=O)(O)[O-].[K+].